Dataset: Reaction yield outcomes from USPTO patents with 853,638 reactions. Task: Predict the reaction yield, written as a fraction of the theoretical maximum amount of product (1.0 means a 100% yield; for example, 0.34 means a 34% yield). (1) The reactants are [CH3:1][O:2][C:3]([C:5]1([C:8]2[CH:13]=[CH:12][C:11]([OH:14])=[C:10]([OH:15])[CH:9]=2)[CH2:7][CH2:6]1)=[O:4].CC1C=[CH:19][C:20](S(O)(=O)=O)=[CH:21][CH:22]=1.C1(=O)CCC1. The catalyst is C1(C)C=CC=CC=1. The product is [C:19]12([O:14][C:11]3[CH:12]=[CH:13][C:8]([C:5]4([C:3]([O:2][CH3:1])=[O:4])[CH2:7][CH2:6]4)=[CH:9][C:10]=3[O:15]1)[CH2:20][CH2:21][CH2:22]2. The yield is 0.500. (2) The yield is 0.520. The catalyst is C(Cl)(Cl)(Cl)Cl. The reactants are [C:1]([C:5]([NH:7][C:8]1[CH:13]=[CH:12][CH:11]=[C:10]([C:14]2[CH:19]=[CH:18][C:17]([CH3:20])=[CH:16][C:15]=2[F:21])[N:9]=1)=[O:6])([CH3:4])([CH3:3])[CH3:2].[Br:22]N1C(=O)CCC1=O. The product is [C:1]([C:5]([NH:7][C:8]1[CH:13]=[CH:12][CH:11]=[C:10]([C:14]2[CH:19]=[CH:18][C:17]([CH2:20][Br:22])=[CH:16][C:15]=2[F:21])[N:9]=1)=[O:6])([CH3:4])([CH3:3])[CH3:2]. (3) The reactants are [Br:1][CH2:2][CH2:3][CH2:4][CH2:5][CH2:6][C:7]([CH3:11])([CH3:10])[CH2:8][OH:9].[O:12]1[CH:17]=[CH:16][CH2:15][CH2:14][CH2:13]1. The catalyst is ClCCl.C1(C)C=CC(S(O)(=O)=O)=CC=1. The product is [Br:1][CH2:2][CH2:3][CH2:4][CH2:5][CH2:6][C:7]([CH3:11])([CH3:10])[CH2:8][O:9][CH:13]1[CH2:14][CH2:15][CH2:16][CH2:17][O:12]1. The yield is 0.480. (4) The reactants are [CH3:1][O:2][C:3]([C:5]1[CH:14]=[C:13]([OH:15])[C:12]2[C:7](=[C:8]([O:17][CH2:18]C3C=CC=CC=3)[CH:9]=[C:10](Br)[CH:11]=2)[N:6]=1)=[O:4].C1(P(C2C=CC=CC=2)C2C=CC=CC=2)C=CC=CC=1.[C:44]1([C:50]#[CH:51])[CH:49]=[CH:48][CH:47]=[CH:46][CH:45]=1.C(N(CC)CC)C. The catalyst is C(#N)C.[Cu](I)I.[Pd](Cl)Cl. The product is [CH3:1][O:2][C:3]([C:5]1[CH:14]=[C:13]([OH:15])[C:12]2[C:7](=[C:8]([O:17][CH3:18])[CH:9]=[C:10]([C:51]#[C:50][C:44]3[CH:49]=[CH:48][CH:47]=[CH:46][CH:45]=3)[CH:11]=2)[N:6]=1)=[O:4]. The yield is 0.680. (5) The reactants are Cl.[NH2:2][C@H:3]([CH2:8][NH:9][C:10]([O:12][C:13]([CH3:16])([CH3:15])[CH3:14])=[O:11])[C:4]([O:6][CH3:7])=[O:5].Cl[CH2:18][CH2:19][N:20]([CH2:25][CH2:26]Cl)[S:21]([CH3:24])(=[O:23])=[O:22].O. The catalyst is C(N(CC)C(C)C)(C)C. The product is [C:13]([O:12][C:10]([NH:9][CH2:8][C@@H:3]([N:2]1[CH2:26][CH2:25][N:20]([S:21]([CH3:24])(=[O:23])=[O:22])[CH2:19][CH2:18]1)[C:4]([O:6][CH3:7])=[O:5])=[O:11])([CH3:16])([CH3:15])[CH3:14]. The yield is 0.440. (6) The reactants are [CH3:1][O:2][C:3]1[C:8]2[O:9][C:10]3[C:11]4[CH:12]([CH2:13][NH:14][CH2:15][C:16]=4[CH:17]=[CH:18][CH:19]=3)[C:7]=2[CH:6]=[CH:5][C:4]=1[O:20][CH3:21].C(=O)([O-])[O-].[K+].[K+].[CH2:28](Br)[CH:29]=[CH2:30]. The yield is 0.710. The product is [CH2:30]([N:14]1[CH2:13][CH:12]2[C:7]3[CH:6]=[CH:5][C:4]([O:20][CH3:21])=[C:3]([O:2][CH3:1])[C:8]=3[O:9][C:10]3[C:11]2=[C:16]([CH:17]=[CH:18][CH:19]=3)[CH2:15]1)[CH:29]=[CH2:28]. The catalyst is CC(C)=O.